Dataset: Peptide-MHC class I binding affinity with 185,985 pairs from IEDB/IMGT. Task: Regression. Given a peptide amino acid sequence and an MHC pseudo amino acid sequence, predict their binding affinity value. This is MHC class I binding data. (1) The peptide sequence is AVIPFDDIVR. The MHC is HLA-A03:01 with pseudo-sequence HLA-A03:01. The binding affinity (normalized) is 0.153. (2) The peptide sequence is ELHNGFTGY. The MHC is HLA-A23:01 with pseudo-sequence HLA-A23:01. The binding affinity (normalized) is 0.0847. (3) The peptide sequence is RSDSSLVDE. The MHC is H-2-Kb with pseudo-sequence H-2-Kb. The binding affinity (normalized) is 0. (4) The peptide sequence is MLTNAISSR. The MHC is HLA-A03:01 with pseudo-sequence HLA-A03:01. The binding affinity (normalized) is 0.762. (5) The peptide sequence is SSTNQLRSV. The MHC is HLA-A02:01 with pseudo-sequence HLA-A02:01. The binding affinity (normalized) is 0.00337. (6) The peptide sequence is EPLSPDTCL. The MHC is HLA-B53:01 with pseudo-sequence HLA-B53:01. The binding affinity (normalized) is 0.516. (7) The peptide sequence is NVISKIYTLI. The binding affinity (normalized) is 0.678. The MHC is HLA-A02:03 with pseudo-sequence HLA-A02:03. (8) The peptide sequence is KIQNFRVYY. The MHC is HLA-A26:01 with pseudo-sequence HLA-A26:01. The binding affinity (normalized) is 0. (9) The MHC is HLA-B08:01 with pseudo-sequence HLA-B08:01. The peptide sequence is FALLKFTYL. The binding affinity (normalized) is 0.957. (10) The peptide sequence is RVKEKYQHL. The MHC is HLA-B44:03 with pseudo-sequence HLA-B44:03. The binding affinity (normalized) is 0.